Dataset: Full USPTO retrosynthesis dataset with 1.9M reactions from patents (1976-2016). Task: Predict the reactants needed to synthesize the given product. (1) Given the product [CH:1]1([C:5]2[C:13]([C:14]3[NH:24][C:17]4[CH2:18][CH2:19][N:20]([CH3:23])[CH2:21][CH2:22][C:16]=4[N:15]=3)=[CH:12][C:8]([C:9]([N:39]3[CH2:42][CH:41]([C:43]4[CH:50]=[CH:49][C:46]([C:47]#[N:48])=[CH:45][CH:44]=4)[CH2:40]3)=[O:10])=[C:7]([CH3:25])[CH:6]=2)[CH2:2][CH2:3][CH2:4]1, predict the reactants needed to synthesize it. The reactants are: [CH:1]1([C:5]2[C:13]([C:14]3[NH:24][C:17]4[CH2:18][CH2:19][N:20]([CH3:23])[CH2:21][CH2:22][C:16]=4[N:15]=3)=[CH:12][C:8]([C:9](O)=[O:10])=[C:7]([CH3:25])[CH:6]=2)[CH2:4][CH2:3][CH2:2]1.CCN=C=NCCCN(C)C.Cl.Cl.[NH:39]1[CH2:42][CH:41]([C:43]2[CH:50]=[CH:49][C:46]([C:47]#[N:48])=[CH:45][CH:44]=2)[CH2:40]1. (2) Given the product [F:82][C:79]([F:80])([F:81])[C:77]1[CH:78]=[C:73]([B-:44]([C:45]2[CH:50]=[C:49]([C:51]([F:54])([F:53])[F:52])[CH:48]=[C:47]([C:55]([F:57])([F:58])[F:56])[CH:46]=2)([C:59]2[CH:64]=[C:63]([C:65]([F:66])([F:67])[F:68])[CH:62]=[C:61]([C:69]([F:70])([F:71])[F:72])[CH:60]=2)[C:36]2[CH:37]=[C:38]([C:40]([F:43])([F:42])[F:41])[CH:39]=[C:34]([C:33]([F:32])([F:87])[F:88])[CH:35]=2)[CH:74]=[C:75]([C:83]([F:86])([F:85])[F:84])[CH:76]=1.[C:9]1([S+:15]([C:26]2[CH:31]=[CH:30][CH:29]=[CH:28][CH:27]=2)[C:16]2[CH:21]=[CH:20][CH:19]=[C:18]([C:22]([F:25])([F:23])[F:24])[CH:17]=2)[CH:10]=[CH:11][CH:12]=[CH:13][CH:14]=1, predict the reactants needed to synthesize it. The reactants are: [O-]S(C(F)(F)F)(=O)=O.[C:9]1([S+:15]([C:26]2[CH:31]=[CH:30][CH:29]=[CH:28][CH:27]=2)[C:16]2[CH:21]=[CH:20][CH:19]=[C:18]([C:22]([F:25])([F:24])[F:23])[CH:17]=2)[CH:14]=[CH:13][CH:12]=[CH:11][CH:10]=1.[F:32][C:33]([F:88])([F:87])[C:34]1[CH:35]=[C:36]([B-:44]([C:73]2[CH:78]=[C:77]([C:79]([F:82])([F:81])[F:80])[CH:76]=[C:75]([C:83]([F:86])([F:85])[F:84])[CH:74]=2)([C:59]2[CH:64]=[C:63]([C:65]([F:68])([F:67])[F:66])[CH:62]=[C:61]([C:69]([F:72])([F:71])[F:70])[CH:60]=2)[C:45]2[CH:50]=[C:49]([C:51]([F:54])([F:53])[F:52])[CH:48]=[C:47]([C:55]([F:58])([F:57])[F:56])[CH:46]=2)[CH:37]=[C:38]([C:40]([F:43])([F:42])[F:41])[CH:39]=1.[Na+].O. (3) Given the product [CH2:1]([C:3]1([CH2:13][CH2:14][O:15][C:16]2[CH:21]=[CH:20][N:19]=[C:18]([CH2:23][OH:34])[C:17]=2[CH3:24])[O:12][CH2:11][C:6]2([O:10][CH2:9][CH2:8][O:7]2)[CH2:5][O:4]1)[CH3:2], predict the reactants needed to synthesize it. The reactants are: [CH2:1]([C:3]1([CH2:13][CH2:14][O:15][C:16]2[CH:21]=[CH:20][N+:19]([O-])=[C:18]([CH3:23])[C:17]=2[CH3:24])[O:12][CH2:11][C:6]2([O:10][CH2:9][CH2:8][O:7]2)[CH2:5][O:4]1)[CH3:2].C(N(CC)CC)C.C(OC(=O)C)(=[O:34])C. (4) Given the product [CH2:7]([N:6]([CH2:11][CH2:12][CH2:13][CH3:14])[C:5]1[CH:15]=[CH:16][C:2]([NH:1][C:18]2[CH:19]=[N:20][CH:21]=[N:22][CH:23]=2)=[CH:3][CH:4]=1)[CH2:8][CH2:9][CH3:10], predict the reactants needed to synthesize it. The reactants are: [NH2:1][C:2]1[CH:16]=[CH:15][C:5]([N:6]([CH2:11][CH2:12][CH2:13][CH3:14])[CH2:7][CH2:8][CH2:9][CH3:10])=[CH:4][CH:3]=1.Br[C:18]1[CH:19]=[N:20][CH:21]=[N:22][CH:23]=1.